This data is from Forward reaction prediction with 1.9M reactions from USPTO patents (1976-2016). The task is: Predict the product of the given reaction. (1) Given the reactants [C:1]([N:5]1[C:9]([C:10]2[CH:15]=[CH:14][C:13]([O:16][CH3:17])=[CH:12][CH:11]=2)=[C:8]([C:18]2[S:19][CH:20]=[C:21]([CH2:23][C:24]([O:26]CC)=[O:25])[N:22]=2)[CH:7]=[N:6]1)([CH3:4])([CH3:3])[CH3:2].[OH-].[Na+], predict the reaction product. The product is: [C:1]([N:5]1[C:9]([C:10]2[CH:11]=[CH:12][C:13]([O:16][CH3:17])=[CH:14][CH:15]=2)=[C:8]([C:18]2[S:19][CH:20]=[C:21]([CH2:23][C:24]([OH:26])=[O:25])[N:22]=2)[CH:7]=[N:6]1)([CH3:4])([CH3:2])[CH3:3]. (2) Given the reactants [ClH:1].[NH:2]1[CH2:7][CH2:6][CH:5]([O:8][C:9]2[CH:10]=[N:11][CH:12]=[CH:13][CH:14]=2)[CH2:4][CH2:3]1, predict the reaction product. The product is: [ClH:1].[ClH:1].[NH:2]1[CH2:7][CH2:6][CH:5]([O:8][C:9]2[CH:10]=[N:11][CH:12]=[CH:13][CH:14]=2)[CH2:4][CH2:3]1. (3) The product is: [C:15]([O:19][C:20]([N:13]1[CH2:12][CH2:11][NH:10][C@H:9]([CH3:8])[CH2:14]1)=[O:21])([CH3:18])([CH3:17])[CH3:16]. Given the reactants C(N(CC)CC)C.[CH3:8][C@@H:9]1[CH2:14][NH:13][CH2:12][CH2:11][NH:10]1.[C:15]([O:19][C:20](O[C:20]([O:19][C:15]([CH3:18])([CH3:17])[CH3:16])=[O:21])=[O:21])([CH3:18])([CH3:17])[CH3:16], predict the reaction product. (4) Given the reactants [C:1]([C:3]1[CH:12]=[CH:11][C:6]([C:7]([NH:9][CH3:10])=[O:8])=[CH:5][CH:4]=1)#[CH:2].[CH3:13][O:14][C:15](=[O:28])[C:16]1[CH:21]=[C:20](Br)[CH:19]=[CH:18][C:17]=1[O:23][C:24]([F:27])([F:26])[F:25].CCCC[N+](CCCC)(CCCC)CCCC.[F-], predict the reaction product. The product is: [CH3:13][O:14][C:15](=[O:28])[C:16]1[CH:21]=[C:20]([C:2]#[C:1][C:3]2[CH:12]=[CH:11][C:6]([C:7](=[O:8])[NH:9][CH3:10])=[CH:5][CH:4]=2)[CH:19]=[CH:18][C:17]=1[O:23][C:24]([F:25])([F:27])[F:26].